This data is from Forward reaction prediction with 1.9M reactions from USPTO patents (1976-2016). The task is: Predict the product of the given reaction. (1) Given the reactants N(OC(C)(C)C)=O.N[C:9]1[S:10][C:11]2[CH:17]=[C:16]([N+:18]([O-:20])=[O:19])[CH:15]=[CH:14][C:12]=2[N:13]=1.[ClH:21], predict the reaction product. The product is: [Cl:21][C:9]1[S:10][C:11]2[CH:17]=[C:16]([N+:18]([O-:20])=[O:19])[CH:15]=[CH:14][C:12]=2[N:13]=1. (2) Given the reactants [CH3:1][C:2]1[CH:10]=[C:9]([C:11]([F:14])([F:13])[F:12])[CH:8]=[CH:7][C:3]=1[C:4]([OH:6])=O.C[O:16][C:17](=[O:35])[CH2:18][C:19]1[CH:24]=[CH:23][CH:22]=[C:21]([O:25][C:26]2[CH:31]=[C:30]([F:32])[CH:29]=[C:28]([CH2:33][NH2:34])[CH:27]=2)[CH:20]=1, predict the reaction product. The product is: [F:32][C:30]1[CH:31]=[C:26]([CH:27]=[C:28]([CH2:33][NH:34][C:4](=[O:6])[C:3]2[CH:7]=[CH:8][C:9]([C:11]([F:14])([F:13])[F:12])=[CH:10][C:2]=2[CH3:1])[CH:29]=1)[O:25][C:21]1[CH:20]=[C:19]([CH2:18][C:17]([OH:35])=[O:16])[CH:24]=[CH:23][CH:22]=1. (3) Given the reactants [Br:1][C:2]1[CH:3]=[CH:4][C:5]([O:38][CH3:39])=[C:6]([CH:8]([O:30][Si](C(C)(C)C)(C)C)[C:9]2[C:10]([F:29])=[N:11][C:12]([F:28])=[C:13]([Sn:15]([CH2:24][CH2:25][CH2:26][CH3:27])([CH2:20][CH2:21][CH2:22][CH3:23])[CH2:16][CH2:17][CH2:18][CH3:19])[CH:14]=2)[CH:7]=1.[F-].C([N+](CCCC)(CCCC)CCCC)CCC.C(OCC)C.[Cl-].[NH4+], predict the reaction product. The product is: [Br:1][C:2]1[CH:3]=[CH:4][C:5]([O:38][CH3:39])=[C:6]([C:8]([C:9]2[C:10]([F:29])=[N:11][C:12]([F:28])=[C:13]([Sn:15]([CH2:16][CH2:17][CH2:18][CH3:19])([CH2:20][CH2:21][CH2:22][CH3:23])[CH2:24][CH2:25][CH2:26][CH3:27])[CH:14]=2)=[O:30])[CH:7]=1. (4) Given the reactants Cl[C:2]1[C:3]2[CH2:17][CH2:16][CH2:15][C:4]=2[N:5]=[C:6]([C:8]2[CH:13]=[CH:12][CH:11]=[C:10]([Cl:14])[CH:9]=2)[N:7]=1.[NH2:18][C:19](=[O:35])[CH:20]([CH2:27][C:28]1[CH:33]=[CH:32][C:31]([NH2:34])=[CH:30][CH:29]=1)[C:21]([O:23][CH:24]([CH3:26])[CH3:25])=[O:22], predict the reaction product. The product is: [NH2:18][C:19](=[O:35])[CH:20]([CH2:27][C:28]1[CH:33]=[CH:32][C:31]([NH:34][C:2]2[C:3]3[CH2:17][CH2:16][CH2:15][C:4]=3[N:5]=[C:6]([C:8]3[CH:13]=[CH:12][CH:11]=[C:10]([Cl:14])[CH:9]=3)[N:7]=2)=[CH:30][CH:29]=1)[C:21]([O:23][CH:24]([CH3:25])[CH3:26])=[O:22].